Predict which catalyst facilitates the given reaction. From a dataset of Catalyst prediction with 721,799 reactions and 888 catalyst types from USPTO. (1) Reactant: [CH3:1][O:2][C:3]1[CH:4]=[C:5]([CH:22]=[CH:23][CH:24]=1)[C:6]([NH:8][C:9]1[N:13]([C:14]2[CH:19]=[CH:18][CH:17]=[CH:16][CH:15]=2)[N:12]=[CH:11][C:10]=1[C:20]#[N:21])=O.[OH-:25].[Na+].OO. Product: [CH3:1][O:2][C:3]1[CH:4]=[C:5]([C:6]2[N:8]=[C:9]3[N:13]([C:14]4[CH:19]=[CH:18][CH:17]=[CH:16][CH:15]=4)[N:12]=[CH:11][C:10]3=[C:20]([OH:25])[N:21]=2)[CH:22]=[CH:23][CH:24]=1. The catalyst class is: 8. (2) Reactant: C([O:9][CH2:10][CH2:11][N:12]1[C:20]2[C:19](Cl)=[N:18][CH:17]=[N:16][C:15]=2[CH:14]=[CH:13]1)(=O)C1C=CC=CC=1.[NH2:22][C:23]1[CH:24]=[C:25]2[C:29](=[C:30]([Cl:32])[CH:31]=1)[N:28]([CH2:33][C:34]1[CH:35]=[C:36]([CH:44]=[CH:45][CH:46]=1)[C:37]([NH:39][C:40]([CH3:43])([CH3:42])[CH3:41])=[O:38])[CH:27]=[CH:26]2.C(O)(C)C.[OH-].[Na+]. Product: [C:40]([NH:39][C:37](=[O:38])[C:36]1[CH:44]=[CH:45][CH:46]=[C:34]([CH2:33][N:28]2[C:29]3[C:25](=[CH:24][C:23]([NH:22][C:19]4[C:20]5[N:12]([CH2:11][CH2:10][OH:9])[CH:13]=[CH:14][C:15]=5[N:16]=[CH:17][N:18]=4)=[CH:31][C:30]=3[Cl:32])[CH:26]=[CH:27]2)[CH:35]=1)([CH3:43])([CH3:41])[CH3:42]. The catalyst class is: 7. (3) Reactant: [NH2:1][C:2]1[N:6]([C:7]2[C:12]([Cl:13])=[CH:11][C:10]([Cl:14])=[CH:9][C:8]=2[Cl:15])[N:5]=[C:4]([C:16]([F:19])([F:18])[F:17])[C:3]=1[C:20]([NH2:22])=[O:21].[CH3:23][O:24][C:25]1[CH:26]=[C:27]([CH2:31][C:32](Cl)=O)[CH:28]=[CH:29][CH:30]=1.[O-]CC.[Na+]. Product: [Cl:15][C:8]1[CH:9]=[C:10]([Cl:14])[CH:11]=[C:12]([Cl:13])[C:7]=1[N:6]1[C:2]2=[N:1][C:32]([CH2:31][C:27]3[CH:28]=[CH:29][CH:30]=[C:25]([O:24][CH3:23])[CH:26]=3)=[N:22][C:20](=[O:21])[C:3]2=[C:4]([C:16]([F:19])([F:18])[F:17])[NH:5]1. The catalyst class is: 8.